The task is: Predict the reactants needed to synthesize the given product.. This data is from Full USPTO retrosynthesis dataset with 1.9M reactions from patents (1976-2016). (1) Given the product [NH:8]1[C:16]2[C:11](=[CH:12][CH:13]=[CH:14][CH:15]=2)[CH:10]=[C:9]1[C:17]1[C:18](=[O:29])[NH:19][N:20]=[C:21]([C:23]2[CH:24]=[N:25][N:26]([CH3:28])[CH:27]=2)[CH:22]=1, predict the reactants needed to synthesize it. The reactants are: C(OC([N:8]1[C:16]2[C:11](=[CH:12][CH:13]=[CH:14][CH:15]=2)[CH:10]=[C:9]1[C:17]1[CH:22]=[C:21]([C:23]2[CH:24]=[N:25][N:26]([CH3:28])[CH:27]=2)[N:20]=[N:19][C:18]=1[O:29]C)=O)(C)(C)C.[OH-].[Na+].Cl. (2) The reactants are: [NH2:1][C:2]1[N:6]([C:7]2[CH:12]=[CH:11][C:10]([F:13])=[CH:9][CH:8]=2)[N:5]=[CH:4][C:3]=1[CH:14]=O.[C:16]1(=O)[CH2:21][CH2:20][CH2:19][C:18](=[O:22])[CH2:17]1.CC1C=CC(S(O)(=O)=O)=CC=1. Given the product [F:13][C:10]1[CH:9]=[CH:8][C:7]([N:6]2[C:2]3=[N:1][C:16]4[CH2:21][CH2:20][CH2:19][C:18](=[O:22])[C:17]=4[CH:14]=[C:3]3[CH:4]=[N:5]2)=[CH:12][CH:11]=1, predict the reactants needed to synthesize it. (3) Given the product [CH3:1][O:2][C:3](=[O:7])[CH:4]([O:5][CH3:6])[CH:41]([OH:42])[C:35]1[C:36]2[S:37][CH:38]=[CH:39][C:40]=2[C:32]([O:31][CH2:30][CH2:29][C:19]2[N:20]=[C:21]([C:23]3[CH:28]=[CH:27][CH:26]=[CH:25][CH:24]=3)[O:22][C:18]=2[CH3:17])=[CH:33][CH:34]=1, predict the reactants needed to synthesize it. The reactants are: [CH3:1][O:2][C:3](=[O:7])[CH2:4][O:5][CH3:6].C(N(C(C)C)C(C)C)C.[CH3:17][C:18]1[O:22][C:21]([C:23]2[CH:28]=[CH:27][CH:26]=[CH:25][CH:24]=2)=[N:20][C:19]=1[CH2:29][CH2:30][O:31][C:32]1[C:40]2[CH:39]=[CH:38][S:37][C:36]=2[C:35]([CH:41]=[O:42])=[CH:34][CH:33]=1.